Predict the reactants needed to synthesize the given product. From a dataset of Full USPTO retrosynthesis dataset with 1.9M reactions from patents (1976-2016). (1) Given the product [OH:3][CH2:4][CH:5]([NH:6][C:7]1[CH:8]=[CH:9][C:10]([C:11]([NH:13][CH2:14][CH2:15][CH3:16])=[O:12])=[CH:17][CH:18]=1)[C:19]1[CH:20]=[CH:21][CH:22]=[CH:23][CH:24]=1, predict the reactants needed to synthesize it. The reactants are: O=C1[N:6]([C:7]2[CH:18]=[CH:17][C:10]([C:11]([NH:13][CH2:14][CH2:15][CH3:16])=[O:12])=[CH:9][CH:8]=2)[CH:5]([C:19]2[CH:24]=[CH:23][CH:22]=[CH:21][CH:20]=2)[CH2:4][O:3]1.[OH-].[Na+].C(OCC)(=O)C. (2) Given the product [NH:19]1[CH2:18][CH2:17][C@H:16]1[C:10]1[NH:11][C:12](=[O:15])[C:13]2[O:14][C:5]3[CH:4]=[CH:3][C:2]([Br:1])=[CH:7][C:6]=3[C:8]=2[N:9]=1, predict the reactants needed to synthesize it. The reactants are: [Br:1][C:2]1[CH:3]=[CH:4][C:5]2[O:14][C:13]3[C:12](=[O:15])[NH:11][C:10]([CH:16]4CC[NH:19][CH2:18][CH2:17]4)=[N:9][C:8]=3[C:6]=2[CH:7]=1.BrC1C=CC2OC3C(=O)NC(C4CCN(C(OC(C)(C)C)=O)CC4)=NC=3C=2C=1.BrC1C=CC2OC3C(=O)NC([C@@H]4CCN4C(OC(C)(C)C)=O)=NC=3C=2C=1.